Dataset: Reaction yield outcomes from USPTO patents with 853,638 reactions. Task: Predict the reaction yield, written as a fraction of the theoretical maximum amount of product (1.0 means a 100% yield; for example, 0.34 means a 34% yield). (1) The reactants are [F:1][C:2]1[CH:7]=[CH:6][C:5]([C:8]2([C:14]([OH:16])=O)[CH2:13][CH2:12][CH2:11][CH2:10][CH2:9]2)=[CH:4][CH:3]=1.[CH3:17][NH2:18]. No catalyst specified. The product is [F:1][C:2]1[CH:7]=[CH:6][C:5]([C:8]2([C:14]([NH:18][CH3:17])=[O:16])[CH2:13][CH2:12][CH2:11][CH2:10][CH2:9]2)=[CH:4][CH:3]=1. The yield is 0.860. (2) The reactants are C(O[C:4]([C:6]1[CH:11]=[CH:10][CH:9]=[CH:8][C:7]=1B(O)O)=[O:5])C.Br[C:16]1[CH:22]=[CH:21][C:20]([F:23])=[CH:19][C:17]=1[NH2:18].C([O-])(=O)C.[Na+].C(=O)([O-])[O-].[Na+].[Na+]. The catalyst is C([O-])(=O)C.[Pd+2].C([O-])(=O)C.C1(P(C2CCCCC2)C2C=CC=CC=2C2C(OC)=CC=CC=2OC)CCCCC1.C(O)C. The product is [F:23][C:20]1[CH:21]=[CH:22][C:16]2[C:17]([CH:19]=1)=[N:18][C:4]([OH:5])=[C:6]1[C:7]=2[CH:8]=[CH:9][CH:10]=[CH:11]1. The yield is 0.530.